From a dataset of Forward reaction prediction with 1.9M reactions from USPTO patents (1976-2016). Predict the product of the given reaction. (1) Given the reactants [CH3:1][O:2][C:3](=[O:24])[CH2:4][CH2:5][N:6]1[C:15]2[C:10](=[CH:11][CH:12]=[C:13]([O:16]CC3C=CC=CC=3)[CH:14]=2)[CH2:9][CH2:8][CH2:7]1.[H][H], predict the reaction product. The product is: [CH3:1][O:2][C:3](=[O:24])[CH2:4][CH2:5][N:6]1[C:15]2[C:10](=[CH:11][CH:12]=[C:13]([OH:16])[CH:14]=2)[CH2:9][CH2:8][CH2:7]1. (2) Given the reactants [Br:1][C:2]1[CH:7]=[CH:6][C:5]([NH:8][S:9]([CH3:11])=[O:10])=[CH:4][CH:3]=1.[NH:12]1[CH2:15][CH2:14][CH2:13]1, predict the reaction product. The product is: [N:12]1([S:9]([CH3:11])(=[O:10])=[N:8][C:5]2[CH:6]=[CH:7][C:2]([Br:1])=[CH:3][CH:4]=2)[CH2:15][CH2:14][CH2:13]1.